Dataset: Forward reaction prediction with 1.9M reactions from USPTO patents (1976-2016). Task: Predict the product of the given reaction. (1) Given the reactants Cl[C:2]1[N:7]=[CH:6][C:5]([N:8]2[C:16](=[O:17])[C:15]3[N:14]=[CH:13][N:12]([CH3:18])[C:11]=3[N:10]=[C:9]2[O:19][C:20]2[CH:25]=[C:24]([F:26])[C:23]([F:27])=[C:22]([F:28])[CH:21]=2)=[CH:4][CH:3]=1.[CH3:29][N:30](C=O)C, predict the reaction product. The product is: [CH3:18][N:12]1[CH:13]=[N:14][C:15]2[C:16](=[O:17])[N:8]([C:5]3[CH:4]=[CH:3][C:2]([C:29]#[N:30])=[N:7][CH:6]=3)[C:9]([O:19][C:20]3[CH:25]=[C:24]([F:26])[C:23]([F:27])=[C:22]([F:28])[CH:21]=3)=[N:10][C:11]1=2. (2) Given the reactants B.[C:2]1([P:8]([CH2:15][S:16][C:17](=[O:19])[CH3:18])[C:9]2[CH:14]=[CH:13][CH:12]=[CH:11][CH:10]=2)[CH:7]=[CH:6][CH:5]=[CH:4][CH:3]=1.C1N2CCN(CC2)C1, predict the reaction product. The product is: [C:2]1([P:8]([CH2:15][S:16][C:17](=[O:19])[CH3:18])[C:9]2[CH:10]=[CH:11][CH:12]=[CH:13][CH:14]=2)[CH:3]=[CH:4][CH:5]=[CH:6][CH:7]=1. (3) Given the reactants [C:1]([O:5][C:6]([N:8]1[CH2:13][CH2:12][O:11][CH:10]([CH2:14][OH:15])[CH2:9]1)=[O:7])([CH3:4])([CH3:3])[CH3:2].C(OC(N1CCCC(CO[C:31]2[CH:36]=[CH:35][CH:34]=[CH:33][C:32]=2[Cl:37])C1)=O)(C)(C)C, predict the reaction product. The product is: [C:1]([O:5][C:6]([N:8]1[CH2:13][CH2:12][O:11][CH:10]([CH2:14][O:15][C:31]2[CH:36]=[CH:35][CH:34]=[CH:33][C:32]=2[Cl:37])[CH2:9]1)=[O:7])([CH3:4])([CH3:3])[CH3:2]. (4) Given the reactants [F:1][CH:2]([F:19])[C@@H:3]1[NH:6][C:5](=[O:7])[C@@H:4]1[O:8][Si:9]([CH:16]([CH3:18])[CH3:17])([CH:13]([CH3:15])[CH3:14])[CH:10]([CH3:12])[CH3:11].C([N:23](CC)C(C)C)(C)C.[C:29](Cl)(=[O:34])[O:30][CH:31]([CH3:33])[CH3:32].C(OCC)(=O)C, predict the reaction product. The product is: [F:19][CH:2]([F:1])[C@@H:3]1[N:6]([NH:23][C:29]([O:30][CH:31]([CH3:33])[CH3:32])=[O:34])[C:5](=[O:7])[C@@H:4]1[O:8][Si:9]([CH:13]([CH3:15])[CH3:14])([CH:16]([CH3:18])[CH3:17])[CH:10]([CH3:11])[CH3:12]. (5) Given the reactants [N:1]1([C:7]2[CH:8]=[N:9][C:10]3[C:15]([N:16]=2)=[CH:14][C:13]([C:17]2[CH:22]=[CH:21][C:20]([NH2:23])=[CH:19][CH:18]=2)=[CH:12][CH:11]=3)[CH2:6][CH2:5][O:4][CH2:3][CH2:2]1.[CH3:24][N:25]([CH3:30])[S:26](Cl)(=[O:28])=[O:27], predict the reaction product. The product is: [CH3:24][N:25]([CH3:30])[S:26](=[O:28])(=[O:27])[NH:23][C:20]1[CH:21]=[CH:22][C:17]([C:13]2[CH:14]=[C:15]3[C:10](=[CH:11][CH:12]=2)[N:9]=[CH:8][C:7]([N:1]2[CH2:2][CH2:3][O:4][CH2:5][CH2:6]2)=[N:16]3)=[CH:18][CH:19]=1.